Dataset: Peptide-MHC class II binding affinity with 134,281 pairs from IEDB. Task: Regression. Given a peptide amino acid sequence and an MHC pseudo amino acid sequence, predict their binding affinity value. This is MHC class II binding data. (1) The peptide sequence is INELTAAAIAYGLDR. The MHC is HLA-DQA10501-DQB10301 with pseudo-sequence HLA-DQA10501-DQB10301. The binding affinity (normalized) is 0.726. (2) The binding affinity (normalized) is 0.549. The peptide sequence is MLMTGGVTLVRKNRW. The MHC is DRB1_0801 with pseudo-sequence DRB1_0801. (3) The peptide sequence is LNKMRAVWVDGKART. The MHC is DRB3_0101 with pseudo-sequence DRB3_0101. The binding affinity (normalized) is 0.200. (4) The peptide sequence is KTQIDQVESTAGSLQ. The MHC is HLA-DPA10103-DPB10401 with pseudo-sequence HLA-DPA10103-DPB10401. The binding affinity (normalized) is 0.113. (5) The peptide sequence is WIESQKNGSWKLEKA. The MHC is DRB1_0401 with pseudo-sequence DRB1_0401. The binding affinity (normalized) is 0.468. (6) The MHC is DRB1_0301 with pseudo-sequence DRB1_0301. The peptide sequence is LKAEAQMSIQLINKA. The binding affinity (normalized) is 0.274. (7) The MHC is DRB1_0101 with pseudo-sequence DRB1_0101. The peptide sequence is SMEYKKDFLITARKP. The binding affinity (normalized) is 0.367. (8) The peptide sequence is EKKYFAATQFEDLAA. The MHC is HLA-DPA10201-DPB10101 with pseudo-sequence HLA-DPA10201-DPB10101. The binding affinity (normalized) is 0.963. (9) The peptide sequence is DIKVQFQSGGNNSPA. The MHC is HLA-DPA10301-DPB10402 with pseudo-sequence HLA-DPA10301-DPB10402. The binding affinity (normalized) is 0.182. (10) The peptide sequence is EYGNLSLSGIAQSASD. The MHC is HLA-DQA10102-DQB10501 with pseudo-sequence HLA-DQA10102-DQB10501. The binding affinity (normalized) is 0.834.